Task: Predict which catalyst facilitates the given reaction.. Dataset: Catalyst prediction with 721,799 reactions and 888 catalyst types from USPTO Reactant: [F:1][C:2]([F:15])([F:14])[C:3]1[CH:4]=[CH:5][C:6]2[N:7]([CH:9]=[C:10]([CH:12]=[O:13])[N:11]=2)[CH:8]=1.[CH:16]1([Mg]Br)[CH2:21][CH2:20][CH2:19][CH2:18][CH2:17]1.[Cl-].[NH4+]. Product: [CH:16]1([CH:12]([C:10]2[N:11]=[C:6]3[CH:5]=[CH:4][C:3]([C:2]([F:1])([F:14])[F:15])=[CH:8][N:7]3[CH:9]=2)[OH:13])[CH2:21][CH2:20][CH2:19][CH2:18][CH2:17]1. The catalyst class is: 7.